From a dataset of Retrosynthesis with 50K atom-mapped reactions and 10 reaction types from USPTO. Predict the reactants needed to synthesize the given product. Given the product CC(=O)N1CCc2ccccc2C1N, predict the reactants needed to synthesize it. The reactants are: CC(=O)N1CCc2ccccc2C1[N+](=O)[O-].